This data is from Peptide-MHC class I binding affinity with 185,985 pairs from IEDB/IMGT. The task is: Regression. Given a peptide amino acid sequence and an MHC pseudo amino acid sequence, predict their binding affinity value. This is MHC class I binding data. The peptide sequence is IESSKNQTW. The MHC is HLA-B44:02 with pseudo-sequence HLA-B44:02. The binding affinity (normalized) is 0.546.